From a dataset of Forward reaction prediction with 1.9M reactions from USPTO patents (1976-2016). Predict the product of the given reaction. (1) Given the reactants [CH2:1]([O:3][P:4]([CH:9]([P:28]([O:33][CH2:34][CH3:35])([O:30][CH2:31][CH3:32])=[O:29])[CH2:10][C:11]1[N:15]2[CH:16]=[CH:17][CH:18]=[C:19]([O:20]CC3C=CC=CC=3)[C:14]2=[N:13][CH:12]=1)(=[O:8])[O:5][CH2:6][CH3:7])[CH3:2], predict the reaction product. The product is: [CH2:34]([O:33][P:28]([CH:9]([P:4]([O:3][CH2:1][CH3:2])([O:5][CH2:6][CH3:7])=[O:8])[CH2:10][C:11]1[N:15]2[CH:16]=[CH:17][CH:18]=[C:19]([OH:20])[C:14]2=[N:13][CH:12]=1)(=[O:29])[O:30][CH2:31][CH3:32])[CH3:35]. (2) Given the reactants [N:1]1[C:10]2[C:5](=[CH:6][CH:7]=[CH:8][CH:9]=2)[CH:4]=[CH:3][C:2]=1[C:11]1[NH:15][C:14](=O)[S:13][N:12]=1.C([O-])([O-])=O.[Na+].[Na+].O=P(Cl)(Cl)[Cl:25], predict the reaction product. The product is: [Cl:25][C:14]1[S:13][N:12]=[C:11]([C:2]2[CH:3]=[CH:4][C:5]3[C:10](=[CH:9][CH:8]=[CH:7][CH:6]=3)[N:1]=2)[N:15]=1. (3) Given the reactants [Cl-].[CH3:2][Al+:3][CH3:4].[CH3:5][N:6]([CH3:15])[C:7]1[CH:14]=[CH:13][CH:12]=[CH:11][C:8]=1[CH2:9][Li], predict the reaction product. The product is: [CH3:5][N:6]([CH3:15])[C:7]1[CH:14]=[CH:13][CH:12]=[CH:11][C:8]=1[CH2:9][Al:3]([CH3:4])[CH3:2]. (4) Given the reactants Cl.[N+:2]([C:5]1[CH:10]=[CH:9][C:8]([CH2:11][CH2:12][NH2:13])=[CH:7][CH:6]=1)([O-:4])=[O:3].C(N(CC)CC)C.[F:21][C:22]([F:33])([F:32])[C:23](O[C:23](=[O:24])[C:22]([F:33])([F:32])[F:21])=[O:24], predict the reaction product. The product is: [F:21][C:22]([F:33])([F:32])[C:23]([NH:13][CH2:12][CH2:11][C:8]1[CH:7]=[CH:6][C:5]([N+:2]([O-:4])=[O:3])=[CH:10][CH:9]=1)=[O:24]. (5) Given the reactants [OH-].[K+].[C:3]([C:6]1[S:10][C:9](=[O:11])[NH:8][C:7]=1[CH3:12])(=[O:5])[CH3:4].I[CH2:14][CH3:15], predict the reaction product. The product is: [C:3]([C:6]1[S:10][C:9](=[O:11])[N:8]([CH2:14][CH3:15])[C:7]=1[CH3:12])(=[O:5])[CH3:4]. (6) Given the reactants [CH3:1][C:2]1[C:6]([CH3:7])=[C:5]([NH:8][C:9](=[O:16])OCC(Cl)(Cl)Cl)[O:4][N:3]=1.Cl.Cl.[C:19]1([C:25]2[CH:30]=[CH:29][N:28]=[C:27]([N:31]3[CH2:36][CH2:35][NH:34][CH2:33][CH2:32]3)[N:26]=2)[CH:24]=[CH:23][CH:22]=[CH:21][CH:20]=1, predict the reaction product. The product is: [CH3:1][C:2]1[C:6]([CH3:7])=[C:5]([NH:8][C:9]([N:34]2[CH2:35][CH2:36][N:31]([C:27]3[N:26]=[C:25]([C:19]4[CH:24]=[CH:23][CH:22]=[CH:21][CH:20]=4)[CH:30]=[CH:29][N:28]=3)[CH2:32][CH2:33]2)=[O:16])[O:4][N:3]=1. (7) Given the reactants [F:1][C:2]([F:34])([F:33])[C:3]1[CH:10]=[CH:9][C:6]([CH2:7][NH2:8])=[CH:5][C:4]=1[NH:11][C:12]1[N:16]([CH3:17])[C:15]2[CH:18]=[C:19]([N:23]3[CH2:28][CH2:27][CH:26]([C:29]([F:32])([F:31])[F:30])[CH2:25][CH2:24]3)[C:20]([Cl:22])=[CH:21][C:14]=2[N:13]=1.[F:35][C:36]([F:43])([F:42])[CH:37]([CH3:41])[C:38](O)=[O:39].CN(C(ON1N=NC2C=CC=CC1=2)=[N+](C)C)C.F[P-](F)(F)(F)(F)F, predict the reaction product. The product is: [F:34][C:2]([F:33])([F:1])[C:3]1[CH:10]=[CH:9][C:6]([CH2:7][NH:8][C:38](=[O:39])[CH:37]([CH3:41])[C:36]([F:43])([F:42])[F:35])=[CH:5][C:4]=1[NH:11][C:12]1[N:16]([CH3:17])[C:15]2[CH:18]=[C:19]([N:23]3[CH2:28][CH2:27][CH:26]([C:29]([F:31])([F:32])[F:30])[CH2:25][CH2:24]3)[C:20]([Cl:22])=[CH:21][C:14]=2[N:13]=1.